From a dataset of Forward reaction prediction with 1.9M reactions from USPTO patents (1976-2016). Predict the product of the given reaction. Given the reactants [C:1]1([CH:7]([C:11]2[CH:16]=[CH:15][CH:14]=[CH:13][CH:12]=2)[CH2:8][NH:9][CH3:10])[CH:6]=[CH:5][CH:4]=[CH:3][CH:2]=1.C([ClH][C:21](=[O:30])[CH:22]([C:24]1[CH:29]=[CH:28][CH:27]=[CH:26][CH:25]=1)[OH:23])(=O)C.C(N(CC)CC)C.[OH-].[Li+], predict the reaction product. The product is: [C:11]1([CH:7]([C:1]2[CH:2]=[CH:3][CH:4]=[CH:5][CH:6]=2)[CH2:8][N:9]([CH3:10])[C:21](=[O:30])[CH:22]([OH:23])[C:24]2[CH:25]=[CH:26][CH:27]=[CH:28][CH:29]=2)[CH:12]=[CH:13][CH:14]=[CH:15][CH:16]=1.